This data is from Full USPTO retrosynthesis dataset with 1.9M reactions from patents (1976-2016). The task is: Predict the reactants needed to synthesize the given product. Given the product [CH3:18][O:17][C:13]1[CH:12]=[C:11]2[C:16](=[CH:15][CH:14]=1)[C:7](=[O:9])[CH2:6][CH:5]([CH2:4][CH2:3][C:2]([F:1])([F:20])[F:19])[CH2:10]2, predict the reactants needed to synthesize it. The reactants are: [F:1][C:2]([F:20])([F:19])[CH2:3][CH2:4][CH:5]([CH2:10][C:11]1[CH:16]=[CH:15][CH:14]=[C:13]([O:17][CH3:18])[CH:12]=1)[CH2:6][C:7]([OH:9])=O.C(Cl)(=O)C(Cl)=O.[Al+3].[Cl-].[Cl-].[Cl-].